From a dataset of Reaction yield outcomes from USPTO patents with 853,638 reactions. Predict the reaction yield, written as a fraction of the theoretical maximum amount of product (1.0 means a 100% yield; for example, 0.34 means a 34% yield). (1) The reactants are Br[C:2]1[CH:3]=[C:4]([C:7]([NH:9][C@@H:10]([CH2:23][C:24]2[CH:29]=[CH:28][CH:27]=[CH:26][C:25]=2[C:30]([F:33])([F:32])[F:31])[CH2:11][N:12]2[C:20](=[O:21])[C:19]3[C:14](=[CH:15][CH:16]=[CH:17][CH:18]=3)[C:13]2=[O:22])=[O:8])[S:5][CH:6]=1.C([O-])([O-])=O.[K+].[K+].[CH3:40][N:41]1[C:45](B2OC(C)(C)C(C)(C)O2)=[C:44]([CH3:55])[CH:43]=[N:42]1. The product is [CH3:40][N:41]1[C:45]([C:2]2[CH:3]=[C:4]([C:7]([NH:9][C@@H:10]([CH2:23][C:24]3[CH:29]=[CH:28][CH:27]=[CH:26][C:25]=3[C:30]([F:31])([F:32])[F:33])[CH2:11][N:12]3[C:13](=[O:22])[C:14]4[C:19](=[CH:18][CH:17]=[CH:16][CH:15]=4)[C:20]3=[O:21])=[O:8])[S:5][CH:6]=2)=[C:44]([CH3:55])[CH:43]=[N:42]1. The yield is 0.940. The catalyst is O1CCOCC1.O.C1C=CC([P]([Pd]([P](C2C=CC=CC=2)(C2C=CC=CC=2)C2C=CC=CC=2)([P](C2C=CC=CC=2)(C2C=CC=CC=2)C2C=CC=CC=2)[P](C2C=CC=CC=2)(C2C=CC=CC=2)C2C=CC=CC=2)(C2C=CC=CC=2)C2C=CC=CC=2)=CC=1. (2) The reactants are [CH2:1]([C:3]1[N:7]([CH3:8])[N:6]=[C:5]([C:9]2[CH2:10][C@@H:11]3[C@@H:21]([C@H:22]([OH:24])[CH3:23])[C:20](=[O:25])[N:12]3[C:13]=2[C:14]([O:16]CC=C)=[O:15])[CH:4]=1)[CH3:2].C(OCC)(=O)C.ClCCl.C(C(CCCC)C([O-])=O)C.[Na+:45].C1(P(C2C=CC=CC=2)C2C=CC=CC=2)C=CC=CC=1. The catalyst is C1C=CC([P]([Pd]([P](C2C=CC=CC=2)(C2C=CC=CC=2)C2C=CC=CC=2)([P](C2C=CC=CC=2)(C2C=CC=CC=2)C2C=CC=CC=2)[P](C2C=CC=CC=2)(C2C=CC=CC=2)C2C=CC=CC=2)(C2C=CC=CC=2)C2C=CC=CC=2)=CC=1.CC(C)=O.C(OCC)(=O)C. The product is [CH2:1]([C:3]1[N:7]([CH3:8])[N:6]=[C:5]([C:9]2[CH2:10][C@@H:11]3[C@@H:21]([C@H:22]([OH:24])[CH3:23])[C:20](=[O:25])[N:12]3[C:13]=2[C:14]([O-:16])=[O:15])[CH:4]=1)[CH3:2].[Na+:45]. The yield is 0.950.